This data is from Reaction yield outcomes from USPTO patents with 853,638 reactions. The task is: Predict the reaction yield, written as a fraction of the theoretical maximum amount of product (1.0 means a 100% yield; for example, 0.34 means a 34% yield). (1) The reactants are [N:1]1([CH2:6][CH2:7][O:8][C:9]2[CH:10]=[C:11]3[C:16](=[CH:17][CH:18]=2)[C:15](=[O:19])[CH2:14][CH2:13][CH2:12]3)[CH:5]=[CH:4][N:3]=[CH:2]1.[CH:20](=O)[C:21]1[C:22]([O:27][CH3:28])=[CH:23][CH:24]=[CH:25][CH:26]=1. The catalyst is [OH-].[K+].CCO.O. The product is [N:1]1([CH2:6][CH2:7][O:8][C:9]2[CH:10]=[C:11]3[C:16](=[CH:17][CH:18]=2)[C:15](=[O:19])[C:14](=[CH:20][C:21]2[CH:26]=[CH:25][CH:24]=[CH:23][C:22]=2[O:27][CH3:28])[CH2:13][CH2:12]3)[CH:5]=[CH:4][N:3]=[CH:2]1. The yield is 0.840. (2) The reactants are [NH2:1][C:2]1[CH:10]=[C:9]([CH3:11])[CH:8]=[CH:7][C:3]=1[C:4]([OH:6])=O.C1N=CN(C(N2C=NC=C2)=O)C=1.Cl.[NH2:25][CH:26]1[CH2:31][CH2:30][C:29](=[O:32])[NH:28][C:27]1=[O:33].C(=O)([O-])O.[Na+]. The catalyst is C(#N)C. The product is [NH2:1][C:2]1[CH:10]=[C:9]([CH3:11])[CH:8]=[CH:7][C:3]=1[C:4]([NH:25][CH:26]1[CH2:31][CH2:30][C:29](=[O:32])[NH:28][C:27]1=[O:33])=[O:6]. The yield is 0.690. (3) The yield is 0.785. No catalyst specified. The reactants are [CH3:1][CH:2]1[CH2:8][N:7]([C:9]([O:11][C:12]([CH3:15])([CH3:14])[CH3:13])=[O:10])[CH2:6][C:5](=C)[CH2:4][O:3]1.C1C[O:20]CC1. The product is [CH3:1][CH:2]1[CH2:8][N:7]([C:9]([O:11][C:12]([CH3:15])([CH3:14])[CH3:13])=[O:10])[CH2:6][C:5](=[O:20])[CH2:4][O:3]1.